Dataset: Merck oncology drug combination screen with 23,052 pairs across 39 cell lines. Task: Regression. Given two drug SMILES strings and cell line genomic features, predict the synergy score measuring deviation from expected non-interaction effect. (1) Drug 1: C#Cc1cccc(Nc2ncnc3cc(OCCOC)c(OCCOC)cc23)c1. Drug 2: NC1CCCCC1N.O=C(O)C(=O)O.[Pt+2]. Cell line: EFM192B. Synergy scores: synergy=-28.2. (2) Drug 1: CCC1(O)CC2CN(CCc3c([nH]c4ccccc34)C(C(=O)OC)(c3cc4c(cc3OC)N(C)C3C(O)(C(=O)OC)C(OC(C)=O)C5(CC)C=CCN6CCC43C65)C2)C1. Drug 2: O=C(CCCCCCC(=O)Nc1ccccc1)NO. Cell line: VCAP. Synergy scores: synergy=18.3. (3) Drug 1: CN(Cc1cnc2nc(N)nc(N)c2n1)c1ccc(C(=O)NC(CCC(=O)O)C(=O)O)cc1. Drug 2: C#Cc1cccc(Nc2ncnc3cc(OCCOC)c(OCCOC)cc23)c1. Cell line: MSTO. Synergy scores: synergy=7.93. (4) Drug 1: COC1=C2CC(C)CC(OC)C(O)C(C)C=C(C)C(OC(N)=O)C(OC)C=CC=C(C)C(=O)NC(=CC1=O)C2=O. Drug 2: NC1CCCCC1N.O=C(O)C(=O)O.[Pt+2]. Cell line: A375. Synergy scores: synergy=-8.07. (5) Drug 1: O=C(CCCCCCC(=O)Nc1ccccc1)NO. Drug 2: Cn1nnc2c(C(N)=O)ncn2c1=O. Cell line: DLD1. Synergy scores: synergy=8.80. (6) Drug 1: N.N.O=C(O)C1(C(=O)O)CCC1.[Pt]. Drug 2: C=CCn1c(=O)c2cnc(Nc3ccc(N4CCN(C)CC4)cc3)nc2n1-c1cccc(C(C)(C)O)n1. Cell line: OCUBM. Synergy scores: synergy=19.3. (7) Drug 1: O=c1[nH]cc(F)c(=O)[nH]1. Drug 2: CS(=O)(=O)CCNCc1ccc(-c2ccc3ncnc(Nc4ccc(OCc5cccc(F)c5)c(Cl)c4)c3c2)o1. Cell line: OV90. Synergy scores: synergy=-9.30. (8) Drug 1: CN1C(=O)C=CC2(C)C3CCC4(C)C(NC(=O)OCC(F)(F)F)CCC4C3CCC12. Drug 2: CN(C)C(=N)N=C(N)N. Cell line: NCIH520. Synergy scores: synergy=-5.71.